Predict the product of the given reaction. From a dataset of Forward reaction prediction with 1.9M reactions from USPTO patents (1976-2016). (1) Given the reactants [CH2:1]([O:3][C:4](=[O:22])[CH:5]([C:15]1[CH:20]=[CH:19][CH:18]=[C:17](N)[CH:16]=1)[CH2:6][P:7]([O:12][CH2:13][CH3:14])([O:9][CH2:10][CH3:11])=[O:8])[CH3:2].OS(C(F)(F)F)(=O)=O.[C:31]([O:35][C:36]([NH:38][C:39]([NH:41][C:42]([O:44][C:45]([CH3:48])([CH3:47])[CH3:46])=[O:43])=[NH:40])=[O:37])([CH3:34])([CH3:33])[CH3:32].C(N(CC)CC)C, predict the reaction product. The product is: [CH2:1]([O:3][C:4](=[O:22])[CH:5]([C:15]1[CH:20]=[CH:19][CH:18]=[CH:17][C:16]=1[NH:40][C:39]([NH:41][C:42]([O:44][C:45]([CH3:48])([CH3:47])[CH3:46])=[O:43])=[N:38][C:36]([O:35][C:31]([CH3:34])([CH3:33])[CH3:32])=[O:37])[CH2:6][P:7]([O:12][CH2:13][CH3:14])([O:9][CH2:10][CH3:11])=[O:8])[CH3:2]. (2) The product is: [C:17]([C:11]1[CH:10]=[C:9]([C:6]2[CH:7]=[CH:8][N:4]([CH2:3][CH2:2][NH:1][C:30]([C:28]3[NH:27][N:26]=[C:25]([C:21]4[CH:20]=[N:19][CH:24]=[CH:23][CH:22]=4)[CH:29]=3)=[O:31])[N:5]=2)[CH:16]=[CH:15][C:12]=1[C:13]#[N:14])#[N:18]. Given the reactants [NH2:1][CH2:2][CH2:3][N:4]1[CH:8]=[CH:7][C:6]([C:9]2[CH:10]=[C:11]([C:17]#[N:18])[C:12](=[CH:15][CH:16]=2)[C:13]#[N:14])=[N:5]1.[N:19]1[CH:24]=[CH:23][CH:22]=[C:21]([C:25]2[CH:29]=[C:28]([C:30](O)=[O:31])[NH:27][N:26]=2)[CH:20]=1, predict the reaction product. (3) Given the reactants Br[C:2]1[CH:7]=[CH:6][CH:5]=[CH:4][N:3]=1.C([Li])CCC.CON(C)C([CH:18]1[CH2:23][CH2:22][N:21]([C:24]([O:26][C:27]([CH3:30])([CH3:29])[CH3:28])=[O:25])[CH2:20][CH2:19]1)=O.C1C[O:35][CH2:34]C1, predict the reaction product. The product is: [N:3]1[CH:4]=[CH:5][C:6]([C:34]([CH:20]2[CH2:19][CH2:18][CH2:23][CH2:22][N:21]2[C:24]([O:26][C:27]([CH3:28])([CH3:29])[CH3:30])=[O:25])=[O:35])=[CH:7][CH:2]=1. (4) Given the reactants [Cl:1][C:2]1[C:18]([Cl:19])=[CH:17][C:5]2[N:6]=[C:7]([C:9]3[CH:14]=[CH:13][C:12]([CH:15]=[O:16])=[CH:11][CH:10]=3)[NH:8][C:4]=2[CH:3]=1.Br[CH2:21][C:22]1[CH:31]=[CH:30][C:25]([C:26]([O:28][CH3:29])=[O:27])=[CH:24][CH:23]=1, predict the reaction product. The product is: [Cl:19][C:18]1[C:2]([Cl:1])=[CH:3][C:4]2[N:8]([CH2:21][C:22]3[CH:31]=[CH:30][C:25]([C:26]([O:28][CH3:29])=[O:27])=[CH:24][CH:23]=3)[C:7]([C:9]3[CH:10]=[CH:11][C:12]([CH:15]=[O:16])=[CH:13][CH:14]=3)=[N:6][C:5]=2[CH:17]=1. (5) Given the reactants [F:1][C:2]([F:15])([F:14])[C:3]1[CH:4]=[C:5]2[C:10](=[CH:11][CH:12]=1)[N:9]=[CH:8][N:7]=[C:6]2O.P(Cl)(Cl)([Cl:18])=O.C(N(CC)CC)C, predict the reaction product. The product is: [Cl:18][C:6]1[C:5]2[C:10](=[CH:11][CH:12]=[C:3]([C:2]([F:15])([F:14])[F:1])[CH:4]=2)[N:9]=[CH:8][N:7]=1. (6) Given the reactants C[O:2][C:3]([CH:5]1[CH2:8][C:7]([O:11][CH3:12])([O:9][CH3:10])[CH2:6]1)=O.[H-].[Al+3].[Li+].[H-].[H-].[H-], predict the reaction product. The product is: [CH3:10][O:9][C:7]1([O:11][CH3:12])[CH2:8][CH:5]([CH2:3][OH:2])[CH2:6]1. (7) Given the reactants I[C:2]1[CH:11]=[CH:10][CH:9]=[C:8]2[C:3]=1[CH:4]=[CH:5][C:6](Cl)=[N:7]2.[CH3:13][O:14][C:15]1[CH:23]=[C:22]2[C:18]([CH2:19][CH2:20][CH:21]2[NH2:24])=[CH:17][CH:16]=1.[CH3:25][S:26]([C:29]1[CH:30]=[C:31]([CH:34]=[CH:35][CH:36]=1)[CH2:32][NH2:33])(=[O:28])=[O:27], predict the reaction product. The product is: [CH3:25][S:26]([C:29]1[CH:30]=[C:31]([CH:34]=[CH:35][CH:36]=1)[CH2:32][NH:33][C:2]1[C:3]2[CH:4]=[CH:5][C:6]([NH:24][CH:21]3[C:22]4[C:18](=[CH:17][CH:16]=[C:15]([O:14][CH3:13])[CH:23]=4)[CH2:19][CH2:20]3)=[N:7][C:8]=2[CH:9]=[CH:10][CH:11]=1)(=[O:27])=[O:28]. (8) Given the reactants [NH2:1][CH2:2][C@@H:3]1[CH2:7][CH2:6][N:5]([C:8]([O:10][C:11]([CH3:14])([CH3:13])[CH3:12])=[O:9])[CH2:4]1.[C:15](N1C=CN=C1)(N1C=CN=C1)=[S:16].[Br:27][C:28]1[CH:37]=[CH:36][C:31]([C:32]([NH:34][NH2:35])=[O:33])=[CH:30][CH:29]=1, predict the reaction product. The product is: [Br:27][C:28]1[CH:37]=[CH:36][C:31]([C:32]([NH:34][NH:35][C:15]([NH:1][CH2:2][C@@H:3]2[CH2:7][CH2:6][N:5]([C:8]([O:10][C:11]([CH3:14])([CH3:13])[CH3:12])=[O:9])[CH2:4]2)=[S:16])=[O:33])=[CH:30][CH:29]=1. (9) Given the reactants [CH3:1][C:2]1[CH:3]=[CH:4][C:5]([C:9]([C:11]2[C:20](=[O:21])[C:19]3[C:14](=[CH:15][CH:16]=[CH:17][CH:18]=3)[NH:13][CH:12]=2)=[O:10])=[N:6][C:7]=1[CH3:8].[H-].[Na+].Br[CH2:25][C:26]1[CH:31]=[CH:30][CH:29]=[C:28]([CH3:32])[N:27]=1, predict the reaction product. The product is: [CH3:1][C:2]1[CH:3]=[CH:4][C:5]([C:9]([C:11]2[C:20](=[O:21])[C:19]3[C:14](=[CH:15][CH:16]=[CH:17][CH:18]=3)[N:13]([CH2:25][C:26]3[CH:31]=[CH:30][CH:29]=[C:28]([CH3:32])[N:27]=3)[CH:12]=2)=[O:10])=[N:6][C:7]=1[CH3:8].